Dataset: Full USPTO retrosynthesis dataset with 1.9M reactions from patents (1976-2016). Task: Predict the reactants needed to synthesize the given product. (1) Given the product [OH:20][NH:19][C:1](=[NH:2])[C:3]1[CH:4]=[C:5]([CH2:9][CH2:10][C:11]([O:13][C:14]([CH3:16])([CH3:15])[CH3:17])=[O:12])[CH:6]=[CH:7][CH:8]=1, predict the reactants needed to synthesize it. The reactants are: [C:1]([C:3]1[CH:4]=[C:5]([CH2:9][CH2:10][C:11]([O:13][C:14]([CH3:17])([CH3:16])[CH3:15])=[O:12])[CH:6]=[CH:7][CH:8]=1)#[N:2].Cl.[NH2:19][OH:20].C(=O)(O)[O-].[Na+]. (2) Given the product [ClH:36].[ClH:36].[N:17]1([C:14]2[N:13]=[CH:12][C:11]([C:8]3[CH:7]=[CH:6][C:5]([C:3]([O:2][CH3:1])=[O:4])=[CH:10][CH:9]=3)=[CH:16][N:15]=2)[CH2:22][CH2:21][NH:20][CH2:19][CH2:18]1, predict the reactants needed to synthesize it. The reactants are: [CH3:1][O:2][C:3]([C:5]1[CH:10]=[CH:9][C:8]([C:11]2[CH:12]=[N:13][C:14]([N:17]3[CH2:22][CH2:21][N:20](C(OC(C)(C)C)=O)[CH2:19][CH2:18]3)=[N:15][CH:16]=2)=[CH:7][CH:6]=1)=[O:4].O1CCOCC1.[ClH:36]. (3) Given the product [CH3:7][O:6][C:4]([C:3]1[CH:8]=[CH:9][C:10]([C:16]2[CH:15]=[CH:14][C:13]([B:18]([OH:20])[OH:19])=[CH:12][CH:17]=2)=[CH:11][CH:2]=1)=[O:5], predict the reactants needed to synthesize it. The reactants are: Br[C:2]1[CH:11]=[CH:10][CH:9]=[CH:8][C:3]=1[C:4]([O:6][CH3:7])=[O:5].[C:12]1(B(O)O)[CH:17]=[CH:16][CH:15]=[CH:14][C:13]=1[B:18]([OH:20])[OH:19].C(=O)([O-])[O-].[Na+].[Na+].O. (4) Given the product [Br:26][C:27]1[C:36]2[C:31](=[CH:32][CH:33]=[CH:34][CH:35]=2)[CH:30]=[CH:29][C:28]=1[CH:37]=[CH:4][CH2:5][CH3:6], predict the reactants needed to synthesize it. The reactants are: [H-].[Na+].[Br-].[CH2:4]([P+](C1C=CC=CC=1)(C1C=CC=CC=1)C1C=CC=CC=1)[CH2:5][CH3:6].[Br:26][C:27]1[C:36]2[C:31](=[CH:32][CH:33]=[CH:34][CH:35]=2)[CH:30]=[CH:29][C:28]=1[CH:37]=O.[Cl-].[NH4+]. (5) Given the product [C:13]([O:17][C:18]([N:20]1[CH2:21][CH2:22][N:23]([C:26](=[O:29])[CH2:27][O:10][C:7]2[CH:8]=[CH:9][C:4]([C:3]([O:2][CH3:1])=[O:12])=[C:5]([Cl:11])[CH:6]=2)[CH2:24][CH2:25]1)=[O:19])([CH3:16])([CH3:14])[CH3:15], predict the reactants needed to synthesize it. The reactants are: [CH3:1][O:2][C:3](=[O:12])[C:4]1[CH:9]=[CH:8][C:7]([OH:10])=[CH:6][C:5]=1[Cl:11].[C:13]([O:17][C:18]([N:20]1[CH2:25][CH2:24][N:23]([C:26](=[O:29])[CH2:27]Br)[CH2:22][CH2:21]1)=[O:19])([CH3:16])([CH3:15])[CH3:14].C(=O)([O-])[O-].[K+].[K+]. (6) Given the product [CH:12]([NH:14][CH2:15][CH2:16][S:17][C:18]1[N:19]=[CH:20][N:21]2[CH:25]=[C:24]([Sn:30]([CH2:31][CH2:32][CH2:33][CH3:34])([CH2:35][CH2:36][CH2:37][CH3:38])[CH2:26][CH2:27][CH2:28][CH3:29])[S:23][C:22]=12)=[O:13], predict the reactants needed to synthesize it. The reactants are: C([Li])CCC.CCCCCC.[CH:12]([NH:14][CH2:15][CH2:16][S:17][C:18]1[N:19]=[CH:20][N:21]2[CH:25]=[CH:24][S:23][C:22]=12)=[O:13].[CH2:26]([Sn:30](Cl)([CH2:35][CH2:36][CH2:37][CH3:38])[CH2:31][CH2:32][CH2:33][CH3:34])[CH2:27][CH2:28][CH3:29].[Cl-].[NH4+].